Dataset: CYP1A2 inhibition data for predicting drug metabolism from PubChem BioAssay. Task: Regression/Classification. Given a drug SMILES string, predict its absorption, distribution, metabolism, or excretion properties. Task type varies by dataset: regression for continuous measurements (e.g., permeability, clearance, half-life) or binary classification for categorical outcomes (e.g., BBB penetration, CYP inhibition). Dataset: cyp1a2_veith. The result is 1 (inhibitor). The molecule is C[C@H]1CC[C@@H]2[C@@H](C)C(=O)O[C@H]3O[C@@]4(C)CC[C@H]1[C@@]32OO4.